Dataset: Reaction yield outcomes from USPTO patents with 853,638 reactions. Task: Predict the reaction yield, written as a fraction of the theoretical maximum amount of product (1.0 means a 100% yield; for example, 0.34 means a 34% yield). (1) The reactants are [Na].[CH2:2]([S:9][C:10]1[N:15]=[C:14]([NH2:16])[C:13]([NH2:17])=[C:12]([NH2:18])[N:11]=1)[C:3]1[CH:8]=[CH:7][CH:6]=[CH:5][CH:4]=1.O=[C:20]([C:25](OC)=[O:26])[C:21]([O:23][CH3:24])=[O:22].Cl. The catalyst is CO.O. The product is [NH2:16][C:14]1[C:13]2[N:17]=[C:20]([C:21]([O:23][CH3:24])=[O:22])[C:25](=[O:26])[NH:18][C:12]=2[N:11]=[C:10]([S:9][CH2:2][C:3]2[CH:8]=[CH:7][CH:6]=[CH:5][CH:4]=2)[N:15]=1. The yield is 0.700. (2) The reactants are [CH:1]([CH:4]1[C:9]2=[CH:10][C:11]3[CH:12]=[CH:13][C:14]([S:17][CH3:18])=[CH:15][C:16]=3[N:8]2[CH2:7][CH2:6][NH:5]1)([CH3:3])[CH3:2].Cl[C:20]1[N:25]=[C:24]([C:26]([F:29])([F:28])[F:27])[CH:23]=[CH:22][N:21]=1.CCN(C(C)C)C(C)C. The catalyst is CC(O)C. The product is [CH:1]([CH:4]1[C:9]2=[CH:10][C:11]3[CH:12]=[CH:13][C:14]([S:17][CH3:18])=[CH:15][C:16]=3[N:8]2[CH2:7][CH2:6][N:5]1[C:20]1[N:25]=[C:24]([C:26]([F:29])([F:28])[F:27])[CH:23]=[CH:22][N:21]=1)([CH3:3])[CH3:2]. The yield is 0.577. (3) The reactants are CCN(C(C)C)C(C)C.[CH3:10][NH:11][CH2:12][C:13]1[CH:18]=[CH:17][CH:16]=[CH:15][CH:14]=1.[F:19][C:20]1[CH:25]=[CH:24][C:23]([C:26]2[O:27][C:28]3[CH:38]=[CH:37][C:36]([C:39]4[CH:40]=[C:41]([CH:45]=[CH:46][CH:47]=4)[C:42](O)=[O:43])=[CH:35][C:29]=3[C:30]=2[C:31](=[O:34])[NH:32][CH3:33])=[CH:22][CH:21]=1.CN(C(ON1N=NC2C=CC=NC1=2)=[N+](C)C)C.F[P-](F)(F)(F)(F)F. The catalyst is CN(C=O)C.CO. The product is [CH2:12]([N:11]([CH3:10])[C:42]([C:41]1[CH:40]=[C:39]([C:36]2[CH:37]=[CH:38][C:28]3[O:27][C:26]([C:23]4[CH:24]=[CH:25][C:20]([F:19])=[CH:21][CH:22]=4)=[C:30]([C:31]([NH:32][CH3:33])=[O:34])[C:29]=3[CH:35]=2)[CH:47]=[CH:46][CH:45]=1)=[O:43])[C:13]1[CH:18]=[CH:17][CH:16]=[CH:15][CH:14]=1. The yield is 0.470. (4) The product is [CH2:1]([N:8]1[C:13](=[O:14])[C:12]2[C:15]([CH3:18])=[N:16][S:17][C:11]=2[N:10]=[C:9]1[CH:19]([Br:27])[CH2:20][CH3:21])[C:2]1[CH:3]=[CH:4][CH:5]=[CH:6][CH:7]=1. The reactants are [CH2:1]([N:8]1[C:13](=[O:14])[C:12]2[C:15]([CH3:18])=[N:16][S:17][C:11]=2[N:10]=[C:9]1[CH2:19][CH2:20][CH3:21])[C:2]1[CH:7]=[CH:6][CH:5]=[CH:4][CH:3]=1.C([O-])(=O)C.[Na+].[Br:27]Br.CCOC(C)=O. The yield is 1.00. The catalyst is C(O)(=O)C. (5) The reactants are [NH2:1][C:2]1[C:7]2=[C:8]([C:13]3[CH:18]=[CH:17][C:16]([NH:19][C:20]([NH:22][C:23]4[CH:28]=[CH:27][CH:26]=[C:25]([C:29]([F:32])([F:31])[F:30])[N:24]=4)=[O:21])=[CH:15][CH:14]=3)[CH:9]=[C:10]([CH2:11][OH:12])[N:6]2[N:5]=[CH:4][N:3]=1. The catalyst is C1COCC1. The product is [NH2:1][C:2]1[C:7]2=[C:8]([C:13]3[CH:18]=[CH:17][C:16]([NH:19][C:20]([NH:22][C:23]4[CH:28]=[CH:27][CH:26]=[C:25]([C:29]([F:32])([F:31])[F:30])[N:24]=4)=[O:21])=[CH:15][CH:14]=3)[CH:9]=[C:10]([CH:11]=[O:12])[N:6]2[N:5]=[CH:4][N:3]=1. The yield is 0.410. (6) The reactants are Cl[C:2]1[C:7]([N+:8]([O-:10])=[O:9])=[CH:6][CH:5]=[C:4]([Cl:11])[C:3]=1[S:12]([NH2:15])(=[O:14])=[O:13].[C:16]([O-])(=[O:18])[CH3:17].[K+].C1OCCOCCOCCOCCOCCOC1.Cl. The catalyst is CS(C)=O. The yield is 0.760. The product is [C:16]([C:2]1[C:7]([N+:8]([O-:10])=[O:9])=[CH:6][CH:5]=[C:4]([Cl:11])[C:3]=1[S:12]([NH2:15])(=[O:14])=[O:13])(=[O:18])[CH3:17].